Task: Predict which catalyst facilitates the given reaction.. Dataset: Catalyst prediction with 721,799 reactions and 888 catalyst types from USPTO (1) Reactant: [NH2:1][C:2]1[CH:3]=[C:4]([C:8]2[C:16]3[C:11](=[CH:12][CH:13]=[C:14]([C:17]([NH2:19])=[O:18])[CH:15]=3)[N:10]([CH:20]3[CH2:25][CH2:24][CH2:23][CH2:22][O:21]3)[N:9]=2)[CH:5]=[CH:6][CH:7]=1.[CH3:26][O:27][CH2:28][C:29](Cl)=[O:30].C(N(CC)CC)C.CN(C)C=O. Product: [CH3:26][O:27][CH2:28][C:29]([NH:1][C:2]1[CH:3]=[C:4]([C:8]2[C:16]3[C:11](=[CH:12][CH:13]=[C:14]([C:17]([NH2:19])=[O:18])[CH:15]=3)[N:10]([CH:20]3[CH2:25][CH2:24][CH2:23][CH2:22][O:21]3)[N:9]=2)[CH:5]=[CH:6][CH:7]=1)=[O:30]. The catalyst class is: 7. (2) Reactant: [CH3:1][N:2]1[C:10]2[C:5](=[CH:6][CH:7]=[C:8]([NH2:11])[CH:9]=2)[C:4]([CH3:13])([CH3:12])[CH2:3]1.[CH3:14][C:15]1([CH3:27])[C:23]2[C:18](=[CH:19][C:20]([N+]([O-])=O)=[CH:21][CH:22]=2)N[CH2:16]1.[H-].[Na+].I[CH3:31].O.O.[Sn](Cl)Cl.Cl.C([O:40][CH2:41][CH3:42])C. Product: [C:15]([C:23]1[CH:18]=[CH:19][C:20](/[CH:31]=[CH:42]/[C:41]([NH:11][C:8]2[CH:9]=[C:10]3[C:5]([C:4]([CH3:13])([CH3:12])[CH2:3][N:2]3[CH3:1])=[CH:6][CH:7]=2)=[O:40])=[CH:21][CH:22]=1)([CH3:27])([CH3:16])[CH3:14]. The catalyst class is: 3. (3) Reactant: C[O:2][C:3](=[O:40])[CH2:4][C@H:5]1[C:9]2[CH:10]=[CH:11][C:12]([O:14][C@H:15]3[C:23]4[C:18](=[C:19]([O:25][C:26]5[CH:31]=[CH:30][C:29]([O:32][CH:33]6[CH2:38][CH2:37][O:36][CH2:35][CH2:34]6)=[CH:28][C:27]=5[F:39])[CH:20]=[CH:21][C:22]=4[F:24])[CH2:17][CH2:16]3)=[CH:13][C:8]=2[O:7][CH2:6]1.[OH-].[K+]. Product: [F:24][C:22]1[CH:21]=[CH:20][C:19]([O:25][C:26]2[CH:31]=[CH:30][C:29]([O:32][CH:33]3[CH2:38][CH2:37][O:36][CH2:35][CH2:34]3)=[CH:28][C:27]=2[F:39])=[C:18]2[C:23]=1[C@H:15]([O:14][C:12]1[CH:11]=[CH:10][C:9]3[C@H:5]([CH2:4][C:3]([OH:40])=[O:2])[CH2:6][O:7][C:8]=3[CH:13]=1)[CH2:16][CH2:17]2. The catalyst class is: 8. (4) Reactant: [I:1][C:2]1[CH:10]=[CH:9][C:5]([C:6]([OH:8])=O)=[CH:4][CH:3]=1.C(N1C=CN=C1)(N1C=CN=C1)=O.[NH:23]1[CH2:27][CH2:26][CH2:25][CH2:24]1. Product: [I:1][C:2]1[CH:3]=[CH:4][C:5]([C:6]([N:23]2[CH2:27][CH2:26][CH2:25][CH2:24]2)=[O:8])=[CH:9][CH:10]=1. The catalyst class is: 4. (5) Reactant: [C-:1]#[N:2].[K+].Br[CH2:5][C:6]1[CH:16]=[CH:15][C:9]([C:10]([O:12][CH2:13][CH3:14])=[O:11])=[CH:8][CH:7]=1. Product: [C:1]([CH2:5][C:6]1[CH:16]=[CH:15][C:9]([C:10]([O:12][CH2:13][CH3:14])=[O:11])=[CH:8][CH:7]=1)#[N:2]. The catalyst class is: 97. (6) Reactant: [CH3:1][O:2][C:3]1[CH:4]=[C:5]([CH:20]=[CH:21][CH:22]=1)[CH2:6][N:7]1[C:15]2[C:10](=[CH:11][C:12]([N+:16]([O-])=O)=[CH:13][CH:14]=2)[C:9](=[O:19])[NH:8]1.[C:23]1([C:29]2[O:30][C:31]([C:37]([F:40])([F:39])[F:38])=[C:32]([C:34](O)=[O:35])[N:33]=2)[CH:28]=[CH:27][CH:26]=[CH:25][CH:24]=1.CCN=C=NCCCN(C)C. Product: [CH3:1][O:2][C:3]1[CH:4]=[C:5]([CH:20]=[CH:21][CH:22]=1)[CH2:6][N:7]1[C:15]2[C:10](=[CH:11][C:12]([NH:16][C:34]([C:32]3[N:33]=[C:29]([C:23]4[CH:28]=[CH:27][CH:26]=[CH:25][CH:24]=4)[O:30][C:31]=3[C:37]([F:39])([F:40])[F:38])=[O:35])=[CH:13][CH:14]=2)[C:9](=[O:19])[NH:8]1. The catalyst class is: 50. (7) Product: [Br:1][C:2]1[CH:3]=[C:4]([F:10])[C:5]([O:9][CH2:50][CH2:49][CH2:48][S:47][CH3:46])=[CH:6][C:7]=1[F:8]. Reactant: [Br:1][C:2]1[C:7]([F:8])=[CH:6][C:5]([OH:9])=[C:4]([F:10])[CH:3]=1.N(C(OC(C)(C)C)=O)=NC(OC(C)(C)C)=O.C1(P(C2C=CC=CC=2)C2C=CC=CC=2)C=CC=CC=1.[CH3:46][S:47][CH2:48][CH2:49][CH2:50]O. The catalyst class is: 7.